Dataset: NCI-60 drug combinations with 297,098 pairs across 59 cell lines. Task: Regression. Given two drug SMILES strings and cell line genomic features, predict the synergy score measuring deviation from expected non-interaction effect. (1) Drug 1: CCCS(=O)(=O)NC1=C(C(=C(C=C1)F)C(=O)C2=CNC3=C2C=C(C=N3)C4=CC=C(C=C4)Cl)F. Drug 2: C1C(C(OC1N2C=NC3=C(N=C(N=C32)Cl)N)CO)O. Cell line: HL-60(TB). Synergy scores: CSS=29.1, Synergy_ZIP=1.06, Synergy_Bliss=-1.28, Synergy_Loewe=-29.0, Synergy_HSA=-10.2. (2) Drug 1: CC1OCC2C(O1)C(C(C(O2)OC3C4COC(=O)C4C(C5=CC6=C(C=C35)OCO6)C7=CC(=C(C(=C7)OC)O)OC)O)O. Drug 2: C(CC(=O)O)C(=O)CN.Cl. Cell line: IGROV1. Synergy scores: CSS=38.5, Synergy_ZIP=2.57, Synergy_Bliss=5.72, Synergy_Loewe=-1.22, Synergy_HSA=7.65. (3) Drug 1: C1CN1C2=NC(=NC(=N2)N3CC3)N4CC4. Drug 2: CN(CC1=CN=C2C(=N1)C(=NC(=N2)N)N)C3=CC=C(C=C3)C(=O)NC(CCC(=O)O)C(=O)O. Cell line: K-562. Synergy scores: CSS=43.0, Synergy_ZIP=-5.72, Synergy_Bliss=-6.78, Synergy_Loewe=-8.19, Synergy_HSA=-4.94. (4) Drug 1: C1=NC(=NC(=O)N1C2C(C(C(O2)CO)O)O)N. Drug 2: C1CN1C2=NC(=NC(=N2)N3CC3)N4CC4. Cell line: SF-268. Synergy scores: CSS=32.9, Synergy_ZIP=-1.38, Synergy_Bliss=3.36, Synergy_Loewe=-2.90, Synergy_HSA=4.22. (5) Drug 2: CC1C(C(CC(O1)OC2CC(CC3=C2C(=C4C(=C3O)C(=O)C5=C(C4=O)C(=CC=C5)OC)O)(C(=O)CO)O)N)O.Cl. Synergy scores: CSS=28.7, Synergy_ZIP=0.464, Synergy_Bliss=-1.42, Synergy_Loewe=-32.0, Synergy_HSA=-2.99. Drug 1: C1C(C(OC1N2C=NC3=C2NC=NCC3O)CO)O. Cell line: TK-10. (6) Drug 1: CCC1(CC2CC(C3=C(CCN(C2)C1)C4=CC=CC=C4N3)(C5=C(C=C6C(=C5)C78CCN9C7C(C=CC9)(C(C(C8N6C)(C(=O)OC)O)OC(=O)C)CC)OC)C(=O)OC)O.OS(=O)(=O)O. Drug 2: C(CCl)NC(=O)N(CCCl)N=O. Cell line: OVCAR-4. Synergy scores: CSS=1.52, Synergy_ZIP=-0.798, Synergy_Bliss=0.0907, Synergy_Loewe=-0.433, Synergy_HSA=-0.108.